From a dataset of TCR-epitope binding with 47,182 pairs between 192 epitopes and 23,139 TCRs. Binary Classification. Given a T-cell receptor sequence (or CDR3 region) and an epitope sequence, predict whether binding occurs between them. (1) The epitope is PROT_97E67BCC. The TCR CDR3 sequence is CASSLETSGNEQFF. Result: 0 (the TCR does not bind to the epitope). (2) The epitope is KPLEFGATSAAL. The TCR CDR3 sequence is CASSNSGTTQETQYF. Result: 1 (the TCR binds to the epitope). (3) The epitope is PKYVKQNTLKLAT. The TCR CDR3 sequence is CASSLGQNEQYF. Result: 1 (the TCR binds to the epitope). (4) The epitope is LLWNGPMAV. The TCR CDR3 sequence is CASSSAGTSYEQYF. Result: 1 (the TCR binds to the epitope). (5) The epitope is HTTDPSFLGRY. The TCR CDR3 sequence is CASSQWNEQFF. Result: 1 (the TCR binds to the epitope).